Dataset: Forward reaction prediction with 1.9M reactions from USPTO patents (1976-2016). Task: Predict the product of the given reaction. (1) Given the reactants Br[C:2]1[CH:7]=[CH:6][CH:5]=[CH:4][C:3]=1[C@H:8]([O:10][CH2:11][C@H:12]1[CH2:14][O:13]1)[CH3:9].[C:15]([O:20][CH3:21])(=[O:19])[CH2:16][CH:17]=[CH2:18].CC1C=CC=CC=1P(C1C=CC=CC=1C)C1C=CC=CC=1C.C(N(CC)CC)C, predict the reaction product. The product is: [O:13]1[CH2:14][C@@H:12]1[CH2:11][O:10][C@@H:8]([C:3]1[CH:4]=[CH:5][CH:6]=[CH:7][C:2]=1/[CH:18]=[CH:17]/[CH2:16][C:15]([O:20][CH3:21])=[O:19])[CH3:9]. (2) Given the reactants [F:1][C:2]1[CH:3]=[CH:4][C:5]2[S:9][C:8]3[CH2:10][CH2:11][CH:12]([C:14]([O:16]CC)=[O:15])[CH2:13][C:7]=3[C:6]=2[CH:19]=1.[OH-].[K+].Cl.O, predict the reaction product. The product is: [F:1][C:2]1[CH:3]=[CH:4][C:5]2[S:9][C:8]3[CH2:10][CH2:11][CH:12]([C:14]([OH:16])=[O:15])[CH2:13][C:7]=3[C:6]=2[CH:19]=1. (3) Given the reactants [NH2:1][CH2:2][CH2:3][CH2:4][N:5]1[CH2:10][CH2:9][CH:8]([C:11]2[CH:12]=[C:13]([NH:17][C:18](=[O:20])[CH3:19])[CH:14]=[CH:15][CH:16]=2)[CH2:7][CH2:6]1.Cl[C:22]1[N:26]([CH2:27][C:28]2[CH:33]=[CH:32][C:31]([C:34]([CH3:37])([CH3:36])[CH3:35])=[CH:30][CH:29]=2)[C:25]2[CH:38]=[CH:39][CH:40]=[CH:41][C:24]=2[N:23]=1, predict the reaction product. The product is: [C:34]([C:31]1[CH:32]=[CH:33][C:28]([CH2:27][N:26]2[C:25]3[CH:38]=[CH:39][CH:40]=[CH:41][C:24]=3[N:23]=[C:22]2[NH:1][CH2:2][CH2:3][CH2:4][N:5]2[CH2:10][CH2:9][CH:8]([C:11]3[CH:12]=[C:13]([NH:17][C:18](=[O:20])[CH3:19])[CH:14]=[CH:15][CH:16]=3)[CH2:7][CH2:6]2)=[CH:29][CH:30]=1)([CH3:37])([CH3:35])[CH3:36]. (4) The product is: [CH2:23]([C:20]1[CH:19]=[CH:18][C:17]([CH2:15][C:14]2[C:9](=[O:8])[NH:10][C:11]([CH3:26])=[CH:12][C:13]=2[CH3:25])=[CH:22][CH:21]=1)[CH3:24]. Given the reactants C([O:8][C:9]1[C:14]([CH:15]([C:17]2[CH:22]=[CH:21][C:20]([CH2:23][CH3:24])=[CH:19][CH:18]=2)O)=[C:13]([CH3:25])[CH:12]=[C:11]([CH3:26])[N:10]=1)C1C=CC=CC=1, predict the reaction product. (5) The product is: [CH3:15][O:16][C:17]1[CH:24]=[CH:23][C:20]([CH2:21][N:4]2[C:5](=[O:6])[C:7]3[CH:8]=[CH:9][CH:10]=[CH:11][C:12]=3[S:1]2(=[O:2])=[O:3])=[CH:19][CH:18]=1. Given the reactants [S:1]1([C:12]2[C:7](=[CH:8][CH:9]=[CH:10][CH:11]=2)[C:5](=[O:6])[NH:4]1)(=[O:3])=[O:2].[H-].[Na+].[CH3:15][O:16][C:17]1[CH:24]=[CH:23][C:20]([CH2:21]Cl)=[CH:19][CH:18]=1, predict the reaction product. (6) Given the reactants C([C:3](CC)([NH:10][C:11]1[C:12]2[C:17]([CH:18]=[C:19]3[C:24]=1[CH:23]=[CH:22][CH:21]=[CH:20]3)=[CH:16][CH:15]=[CH:14][CH:13]=2)[C:4]1[CH:9]=[CH:8][CH:7]=[CH:6][CH:5]=1)C.[CH3:27][P:28](=[O:31])([O-:30])[O-:29], predict the reaction product. The product is: [CH:23]1[C:24]2[C:19](=[CH:18][C:17]3[C:12]([C:11]=2[NH:10][CH2:3][C:4]2[CH:9]=[CH:8][CH:7]=[CH:6][CH:5]=2)=[CH:13][CH:14]=[CH:15][CH:16]=3)[CH:20]=[CH:21][CH:22]=1.[CH3:27][P:28](=[O:29])([OH:31])[OH:30]. (7) Given the reactants [NH2:1][C:2]1[N:6]([C:7]([CH3:10])([CH3:9])[CH3:8])[N:5]=[CH:4][C:3]=1[C:11]([O:13][CH2:14][CH3:15])=[O:12].CO[CH:18]1[CH2:22][CH2:21][CH:20](OC)O1, predict the reaction product. The product is: [N:1]1([C:2]2[N:6]([C:7]([CH3:8])([CH3:9])[CH3:10])[N:5]=[CH:4][C:3]=2[C:11]([O:13][CH2:14][CH3:15])=[O:12])[CH:18]=[CH:22][CH:21]=[CH:20]1. (8) Given the reactants [N:1]1[C:10]2[C:5](=[CH:6][C:7]([C:11]3([C:14]4[N:18]5[N:19]=[C:20]([C:23]6[CH:31]=[CH:30][C:26]([C:27](O)=[O:28])=[CH:25][CH:24]=6)[CH:21]=[N:22][C:17]5=[N:16][N:15]=4)[CH2:13][CH2:12]3)=[CH:8][CH:9]=2)[CH:4]=[CH:3][CH:2]=1.F[C:33](F)(F)[C:34](O)=O.FC(F)(F)C(O)=O.[CH3:46][C:47]1[N:48]=[C:49]([C@H](N)C)[S:50][CH:51]=1.F[P-](F)(F)(F)(F)F.[N:62]1(O[P+](N(C)C)(N(C)C)N(C)C)C2C=CC=CC=2N=N1.C(N(CC)C(C)C)(C)C, predict the reaction product. The product is: [CH3:46][C:47]1[N:48]=[C:49]([C@H:34]([NH:62][C:27](=[O:28])[C:26]2[CH:30]=[CH:31][C:23]([C:20]3[CH:21]=[N:22][C:17]4[N:18]([C:14]([C:11]5([C:7]6[CH:6]=[C:5]7[C:10](=[CH:9][CH:8]=6)[N:1]=[CH:2][CH:3]=[CH:4]7)[CH2:13][CH2:12]5)=[N:15][N:16]=4)[N:19]=3)=[CH:24][CH:25]=2)[CH3:33])[S:50][CH:51]=1. (9) The product is: [C:42]12([CH2:52][C:53]([O:55][CH2:56][CH2:57][O:58][CH2:59][CH2:60][NH:61][C:20](=[O:21])[CH2:19][CH2:18][CH2:17][N:11]3[C:12]([CH3:16])([CH3:15])[C:13](=[O:14])[N:9]([C:6]4[CH:7]=[CH:8][C:3]([C:1]#[N:2])=[C:4]([C:24]([F:27])([F:25])[F:26])[CH:5]=4)[C:10]3=[S:23])=[O:54])[CH2:49][CH:48]3[CH2:47][CH:46]([CH2:45][CH:44]([CH2:50]3)[CH2:43]1)[CH2:51]2. Given the reactants [C:1]([C:3]1[CH:8]=[CH:7][C:6]([N:9]2[C:13](=[O:14])[C:12]([CH3:16])([CH3:15])[N:11]([CH2:17][CH2:18][CH2:19][C:20](O)=[O:21])[C:10]2=[S:23])=[CH:5][C:4]=1[C:24]([F:27])([F:26])[F:25])#[N:2].C(Cl)CCl.C1C=CC2N(O)N=NC=2C=1.[C:42]12([CH2:52][C:53]([O:55][CH2:56][CH2:57][O:58][CH2:59][CH2:60][NH2:61])=[O:54])[CH2:51][CH:46]3[CH2:47][CH:48]([CH2:50][CH:44]([CH2:45]3)[CH2:43]1)[CH2:49]2, predict the reaction product.